Dataset: Full USPTO retrosynthesis dataset with 1.9M reactions from patents (1976-2016). Task: Predict the reactants needed to synthesize the given product. (1) Given the product [NH2:22][C:19]1[CH:20]=[C:21]2[C:16](=[CH:17][CH:18]=1)[NH:15][C:14](=[O:30])[C@:13]12[CH2:12][C@H:11]1[C:7]1[CH:6]=[C:5]2[C:10]([C:2]([C:41]3[CH:40]=[CH:39][C:38]([N:35]4[CH2:34][CH2:33][N:32]([CH3:31])[CH2:37][CH2:36]4)=[CH:43][CH:42]=3)=[N:3][NH:4]2)=[CH:9][CH:8]=1, predict the reactants needed to synthesize it. The reactants are: I[C:2]1[C:10]2[C:5](=[CH:6][C:7]([CH:11]3[C:13]4([C:21]5[C:16](=[CH:17][CH:18]=[C:19]([NH:22]C(=O)OC(C)(C)C)[CH:20]=5)[NH:15][C:14]4=[O:30])[CH2:12]3)=[CH:8][CH:9]=2)[NH:4][N:3]=1.[CH3:31][N:32]1[CH2:37][CH2:36][N:35]([C:38]2[CH:43]=[CH:42][C:41](B3OC(C)(C)C(C)(C)O3)=[CH:40][CH:39]=2)[CH2:34][CH2:33]1.C(O)(C(F)(F)F)=O. (2) The reactants are: [Cl:1][C:2]1[N:7]=[C:6]([CH3:8])[N:5]=[C:4]([NH:9][C:10]2[S:11][C:12]([C:15]([OH:17])=O)=[CH:13][N:14]=2)[CH:3]=1.[NH2:18][C:19]1[CH:20]=[C:21]([NH:26][C:27](=[O:38])[C:28]2[CH:33]=[CH:32][CH:31]=[C:30]([C:34]([F:37])([F:36])[F:35])[CH:29]=2)[CH:22]=[CH:23][C:24]=1[CH3:25].C(N(C(C)C)CC)(C)C.F[P-](F)(F)(F)(F)F.N1(OC(N(C)C)=[N+](C)C)C2N=CC=CC=2N=N1. Given the product [CH3:25][C:24]1[CH:23]=[CH:22][C:21]([NH:26][C:27](=[O:38])[C:28]2[CH:33]=[CH:32][CH:31]=[C:30]([C:34]([F:35])([F:36])[F:37])[CH:29]=2)=[CH:20][C:19]=1[NH:18][C:15]([C:12]1[S:11][C:10]([NH:9][C:4]2[CH:3]=[C:2]([Cl:1])[N:7]=[C:6]([CH3:8])[N:5]=2)=[N:14][CH:13]=1)=[O:17], predict the reactants needed to synthesize it. (3) Given the product [CH3:7][C:8]1[CH:13]=[C:12]([NH:14][C:15]2[CH:16]=[CH:17][N:18]=[CH:19][C:20]=2[S:21]([NH:24][C:25]([NH:27][CH:28]([CH3:30])[CH3:29])=[O:26])(=[O:22])=[O:23])[CH:11]=[CH:10][CH:9]=1.[ClH:31], predict the reactants needed to synthesize it. The reactants are: CS(C)=O.O.[Li].[CH3:7][C:8]1[CH:13]=[C:12]([NH:14][C:15]2[CH:16]=[CH:17][N:18]=[CH:19][C:20]=2[S:21]([NH:24][C:25]([NH:27][CH:28]([CH3:30])[CH3:29])=[O:26])(=[O:23])=[O:22])[CH:11]=[CH:10][CH:9]=1.[ClH:31]. (4) Given the product [F:23][C:2]([F:1])([F:22])[C:3]1[CH:17]=[C:16]([C:18]([F:21])([F:20])[F:19])[CH:15]=[CH:14][C:4]=1[CH2:5][N:6]1[CH2:11][CH2:10][CH:9](/[CH:12]=[C:35]2/[C:31]([NH:30][CH2:29][C:28]#[C:27][CH:24]3[CH2:26][CH2:25]3)=[N:32][C:33](=[O:36])[S:34]/2)[CH2:8][CH2:7]1, predict the reactants needed to synthesize it. The reactants are: [F:1][C:2]([F:23])([F:22])[C:3]1[CH:17]=[C:16]([C:18]([F:21])([F:20])[F:19])[CH:15]=[CH:14][C:4]=1[CH2:5][N:6]1[CH2:11][CH2:10][CH:9]([CH:12]=O)[CH2:8][CH2:7]1.[CH:24]1([C:27]#[C:28][CH2:29][NH:30][C:31]2[CH2:35][S:34][C:33](=[O:36])[N:32]=2)[CH2:26][CH2:25]1.C([O-])(=O)C.[NH2+]1CCCCC1.